This data is from Reaction yield outcomes from USPTO patents with 853,638 reactions. The task is: Predict the reaction yield, written as a fraction of the theoretical maximum amount of product (1.0 means a 100% yield; for example, 0.34 means a 34% yield). (1) The reactants are [CH3:1][S:2]([C:5]1[CH:10]=[CH:9][C:8]([C:11]2[N:16]3[N:17]=[C:18]([NH2:20])[N:19]=[C:15]3[CH:14]=[CH:13][CH:12]=2)=[CH:7][CH:6]=1)(=[O:4])=[O:3].Br[C:22]1[CH:27]=[CH:26][CH:25]=[C:24]([S:28]([CH3:31])(=[O:30])=[O:29])[CH:23]=1. No catalyst specified. The product is [CH3:31][S:28]([C:24]1[CH:23]=[C:22]([NH:20][C:18]2[N:19]=[C:15]3[CH:14]=[CH:13][CH:12]=[C:11]([C:8]4[CH:9]=[CH:10][C:5]([S:2]([CH3:1])(=[O:3])=[O:4])=[CH:6][CH:7]=4)[N:16]3[N:17]=2)[CH:27]=[CH:26][CH:25]=1)(=[O:30])=[O:29]. The yield is 0.390. (2) The reactants are [H-].[Na+].[OH:3][CH:4]1[CH2:8][CH2:7][O:6][CH2:5]1.F[C:10]1[CH:15]=[CH:14][CH:13]=[CH:12][C:11]=1[N+:16]([O-:18])=[O:17].O. The catalyst is C1COCC1. The product is [N+:16]([C:11]1[CH:12]=[CH:13][CH:14]=[CH:15][C:10]=1[O:3][CH:4]1[CH2:8][CH2:7][O:6][CH2:5]1)([O-:18])=[O:17]. The yield is 1.00. (3) The reactants are [CH2:1]1[C:10]2[C:5](=[CH:6][CH:7]=[CH:8][CH:9]=2)[CH2:4][CH2:3][NH:2]1.S(=O)(=O)(O)O.[N+:16]([O-])([O-:18])=[O:17].[K+].N.Cl. No catalyst specified. The product is [N+:16]([C:8]1[CH:9]=[C:10]2[C:5]([CH2:4][CH2:3][NH:2][CH2:1]2)=[CH:6][CH:7]=1)([O-:18])=[O:17]. The yield is 0.523. (4) The product is [C:21]1([C:27](=[N:28][C:2]2[N:3]=[CH:4][C:5]([N:8]3[CH2:13][CH2:12][N:11]([C:14]([O:16][C:17]([CH3:20])([CH3:19])[CH3:18])=[O:15])[CH2:10][CH2:9]3)=[N:6][CH:7]=2)[C:29]2[CH:30]=[CH:31][CH:32]=[CH:33][CH:34]=2)[CH:26]=[CH:25][CH:24]=[CH:23][CH:22]=1. The catalyst is C([O-])(=O)C.C([O-])(=O)C.[Pd+2].O1CCOCC1. The yield is 0.750. The reactants are Br[C:2]1[N:3]=[CH:4][C:5]([N:8]2[CH2:13][CH2:12][N:11]([C:14]([O:16][C:17]([CH3:20])([CH3:19])[CH3:18])=[O:15])[CH2:10][CH2:9]2)=[N:6][CH:7]=1.[C:21]1([C:27]([C:29]2[CH:34]=[CH:33][CH:32]=[CH:31][CH:30]=2)=[NH:28])[CH:26]=[CH:25][CH:24]=[CH:23][CH:22]=1.C1C=CC(P(C2C=CC3C(=CC=CC=3)C=2C2C3C(=CC=CC=3)C=CC=2P(C2C=CC=CC=2)C2C=CC=CC=2)C2C=CC=CC=2)=CC=1.C([O-])([O-])=O.[Cs+].[Cs+]. (5) The reactants are [F:1][C:2]1[CH:9]=[C:8]([F:10])[CH:7]=[CH:6][C:3]=1[CH2:4][NH2:5].[C:11](O)(=[O:19])[CH2:12][CH2:13][CH2:14][CH2:15][CH2:16][CH2:17][CH3:18].Cl.C(N=C=NCCCN(C)C)C. The catalyst is C(Cl)Cl.CN(C1C=CN=CC=1)C. The product is [F:1][C:2]1[CH:9]=[C:8]([F:10])[CH:7]=[CH:6][C:3]=1[CH2:4][NH:5][C:11](=[O:19])[CH2:12][CH2:13][CH2:14][CH2:15][CH2:16][CH2:17][CH3:18]. The yield is 0.960. (6) The reactants are [F:1][CH:2]([F:25])[O:3][C:4]1[CH:24]=[CH:23][C:7]2[NH:8][C:9]([S:11][CH2:12][C:13]3[C:18]([O:19][CH3:20])=[C:17]([O:21][CH3:22])[CH:16]=[CH:15][N:14]=3)=[N:10][C:6]=2[CH:5]=1.[OH-].[Na+].[O-]Cl.[Na+].S(S([O-])=O)([O-])(=O)=[O:32].[Na+].[Na+].Cl. The catalyst is O.C(#N)C. The product is [CH3:22][O:21][C:17]1[CH:16]=[CH:15][N:14]=[C:13]([CH2:12][S+:11]([O-:32])[C:9]2[NH:8][C:7]3[CH:23]=[CH:24][C:4]([O:3][CH:2]([F:1])[F:25])=[CH:5][C:6]=3[N:10]=2)[C:18]=1[O:19][CH3:20]. The yield is 0.538.